Predict the reactants needed to synthesize the given product. From a dataset of Full USPTO retrosynthesis dataset with 1.9M reactions from patents (1976-2016). (1) Given the product [F:13][C:6]1[CH:7]=[CH:8][C:9]([N+:10]([O-:12])=[O:11])=[C:4]2[C:5]=1[CH2:14][CH2:15][N:22]([CH3:23])[C:3]2=[O:2].[CH3:1][O:2][C:3](=[O:17])[C:4]1[C:9]([N+:10]([O-:12])=[O:11])=[CH:8][CH:7]=[C:6]([F:13])[C:5]=1[CH2:14][CH2:15][C:34]([OH:35])=[O:28], predict the reactants needed to synthesize it. The reactants are: [CH3:1][O:2][C:3](=[O:17])[C:4]1[C:9]([N+:10]([O-:12])=[O:11])=[CH:8][CH:7]=[C:6]([F:13])[C:5]=1[CH2:14][CH2:15]O.[Na].[Br-].[Na+].Cl[N:22]1C(=[O:28])N(Cl)C(=O)N(Cl)[C:23]1=O.C[C:34](C)=[O:35]. (2) Given the product [NH2:22][C:23]1[NH:13][C:11](=[S:12])[C:10]([C:8]#[N:9])=[C:4]([C:5]2[CH:18]=[CH:17][CH:16]=[CH:15][CH:14]=2)[C:2]=1[C:1]#[N:7], predict the reactants needed to synthesize it. The reactants are: [C:1](#[N:7])[CH:2]([CH2:4][C:5]#N)O.[C:8]([CH2:10][C:11]([NH2:13])=[S:12])#[N:9].[CH:14](=O)[C:15]1C=C[CH:18]=[CH:17][CH:16]=1.[NH:22]1CCCC[CH2:23]1.Cl. (3) Given the product [ClH:33].[CH3:1][O:2][C:3](=[O:32])[C@@H:4]([NH2:24])[CH2:5][C:6]1[CH:11]=[CH:10][C:9]([O:12][CH2:13][C:14]2[CH:15]=[CH:16][C:17]([C:20]([CH3:21])([CH3:22])[CH3:23])=[CH:18][CH:19]=2)=[CH:8][CH:7]=1, predict the reactants needed to synthesize it. The reactants are: [CH3:1][O:2][C:3](=[O:32])[C@@H:4]([NH:24]C(OC(C)(C)C)=O)[CH2:5][C:6]1[CH:11]=[CH:10][C:9]([O:12][CH2:13][C:14]2[CH:19]=[CH:18][C:17]([C:20]([CH3:23])([CH3:22])[CH3:21])=[CH:16][CH:15]=2)=[CH:8][CH:7]=1.[ClH:33]. (4) The reactants are: CN(C)[CH:3]=[O:4].P(Cl)(Cl)(Cl)=O.[CH2:11]([O:13][C:14]([C:16]1[C:20]([CH3:21])=[CH:19][NH:18][C:17]=1[CH3:22])=[O:15])[CH3:12].Cl. Given the product [CH2:11]([O:13][C:14]([C:16]1[C:20]([CH3:21])=[C:19]([CH:3]=[O:4])[NH:18][C:17]=1[CH3:22])=[O:15])[CH3:12], predict the reactants needed to synthesize it. (5) Given the product [C:12]1([C:5]2[C:6]3[C:11](=[N:10][CH:9]=[CH:8][CH:7]=3)[NH:3][CH:4]=2)[CH2:17][CH2:16][CH2:15][CH2:14][CH:13]=1, predict the reactants needed to synthesize it. The reactants are: [H-].[Na+].[NH:3]1[C:11]2[C:6](=[CH:7][CH:8]=[CH:9][N:10]=2)[CH:5]=[CH:4]1.[C:12]1(=O)[CH2:17][CH2:16][CH2:15][CH2:14][CH2:13]1. (6) Given the product [CH2:1]([O:3][C:4]([C:6]1[C:7]([OH:25])=[C:8]2[C:14]([Br:15])=[C:13]([Br:16])[N:12]([CH2:17][C:18]3[CH:23]=[CH:22][CH:21]=[CH:20][C:19]=3[F:37])[C:9]2=[CH:10][N:11]=1)=[O:5])[CH3:2], predict the reactants needed to synthesize it. The reactants are: [CH2:1]([O:3][C:4]([C:6]1[C:7]([OH:25])=[C:8]2[C:14]([Br:15])=[C:13]([Br:16])[N:12]([CH2:17][C:18]3[CH:23]=[CH:22][C:21](F)=[CH:20][CH:19]=3)[C:9]2=[CH:10][N:11]=1)=[O:5])[CH3:2].C(OC(C1C=CNC=1C)=O)C.[F:37]C1C=CC=CC=1CBr. (7) Given the product [NH2:27][CH2:26][C:25]([N:22]1[CH2:21][CH2:20][N:19]([C:17]2[C:16]([C:36]3[CH:37]=[CH:38][CH:39]=[CH:40][CH:41]=3)=[CH:15][N:14]=[C:13]3[NH:12][CH:11]=[C:10]([NH:9][C:1](=[O:8])[C:2]4[CH:7]=[CH:6][CH:5]=[N:4][CH:3]=4)[C:18]=23)[CH2:24][CH2:23]1)=[O:35], predict the reactants needed to synthesize it. The reactants are: [C:1]([NH:9][C:10]1[C:18]2[C:13](=[N:14][CH:15]=[C:16]([C:36]3[CH:41]=[CH:40][CH:39]=[CH:38][CH:37]=3)[C:17]=2[N:19]2[CH2:24][CH2:23][N:22]([C:25](=[O:35])[CH2:26][NH:27]C(=O)OC(C)(C)C)[CH2:21][CH2:20]2)[NH:12][CH:11]=1)(=[O:8])[C:2]1[CH:7]=[CH:6][CH:5]=[N:4][CH:3]=1.C(O)(C(F)(F)F)=O.